Task: Predict the product of the given reaction.. Dataset: Forward reaction prediction with 1.9M reactions from USPTO patents (1976-2016) (1) Given the reactants [CH3:1][N:2]([C:4]([CH2:6][N:7]1[C:15]2[C:10](=[CH:11][CH:12]=[C:13]([C:16]([OH:18])=[O:17])[CH:14]=2)[C:9]([CH:19]2[CH2:24][CH2:23][CH2:22][CH2:21][CH2:20]2)=[C:8]1[C:25]1[CH:26]=[C:27]2[C:32](=[CH:33][CH:34]=1)[N:31]=[C:30]([C:35]1[S:39][C:38]([CH3:40])=[N:37][C:36]=1[CH3:41])[CH:29]=[CH:28]2)=[O:5])[CH3:3].COC(C1C=[C:53]2C([C:50](C3CCCCC3)=[C:51]([C:61]3C=C4C(=CC=3)N=C(C3SC(C)=NC=3C)C=C4)[N:52]2[CH2:55]C(=O)N(C)C)=CC=1)=O.CN(C)C1CCNCC1, predict the reaction product. The product is: [CH:19]1([C:9]2[C:10]3[C:15](=[CH:14][C:13]([C:16]([OH:18])=[O:17])=[CH:12][CH:11]=3)[N:7]([CH2:6][C:4]([N:2]3[CH2:1][CH2:61][CH:51]([N:52]([CH3:55])[CH3:53])[CH2:50][CH2:3]3)=[O:5])[C:8]=2[C:25]2[CH:26]=[C:27]3[C:32](=[CH:33][CH:34]=2)[N:31]=[C:30]([C:35]2[S:39][C:38]([CH3:40])=[N:37][C:36]=2[CH3:41])[CH:29]=[CH:28]3)[CH2:20][CH2:21][CH2:22][CH2:23][CH2:24]1. (2) Given the reactants C(OC(=O)[NH:7][C@H:8]1[CH2:13][C@@H:12]([C:14]2[CH:19]=[C:18]([F:20])[CH:17]=[C:16]([F:21])[C:15]=2[F:22])[C@@H:11]([CH3:23])[N:10]([CH2:24][C:25]([F:28])([F:27])[F:26])[C:9]1=[O:29])(C)(C)C.[ClH:31], predict the reaction product. The product is: [ClH:31].[NH2:7][C@H:8]1[CH2:13][C@@H:12]([C:14]2[CH:19]=[C:18]([F:20])[CH:17]=[C:16]([F:21])[C:15]=2[F:22])[C@@H:11]([CH3:23])[N:10]([CH2:24][C:25]([F:28])([F:27])[F:26])[C:9]1=[O:29]. (3) Given the reactants [CH3:1][N:2]([C:4]1[CH:9]=[CH:8][C:7]([C:10]([F:13])([F:12])[F:11])=[CH:6][C:5]=1[N+:14]([O-:16])=[O:15])[NH2:3].[OH:17][C:18]1[C:25]([OH:26])=[C:24]([OH:27])[CH:23]=[CH:22][C:19]=1[CH:20]=O, predict the reaction product. The product is: [CH3:1][N:2]([C:4]1[CH:9]=[CH:8][C:7]([C:10]([F:13])([F:12])[F:11])=[CH:6][C:5]=1[N+:14]([O-:16])=[O:15])[N:3]=[CH:20][C:19]1[CH:22]=[CH:23][C:24]([OH:27])=[C:25]([OH:26])[C:18]=1[OH:17]. (4) Given the reactants [CH:1]12[O:8][CH:5]([CH2:6][CH2:7]1)[CH2:4][N:3]([C:9]1[N:14]=[C:13]([N:15]3[CH2:20][CH2:19][C:18](=O)[CH2:17][CH2:16]3)[N:12]=[C:11]([C:22]3[CH:27]=[CH:26][C:25]([NH:28][C:29]([NH:31][C:32]4[CH:37]=[CH:36][N:35]=[CH:34][CH:33]=4)=[O:30])=[CH:24][CH:23]=3)[N:10]=1)[CH2:2]2.C(O)(C(F)(F)F)=O.[CH2:45]1[N:50]([CH2:51][CH2:52][NH2:53])[CH2:49][CH2:48][O:47][CH2:46]1, predict the reaction product. The product is: [CH:1]12[O:8][CH:5]([CH2:6][CH2:7]1)[CH2:4][N:3]([C:9]1[N:14]=[C:13]([N:15]3[CH2:16][CH2:17][CH:18]([NH:53][CH2:52][CH2:51][N:50]4[CH2:49][CH2:48][O:47][CH2:46][CH2:45]4)[CH2:19][CH2:20]3)[N:12]=[C:11]([C:22]3[CH:23]=[CH:24][C:25]([NH:28][C:29]([NH:31][C:32]4[CH:37]=[CH:36][N:35]=[CH:34][CH:33]=4)=[O:30])=[CH:26][CH:27]=3)[N:10]=1)[CH2:2]2. (5) Given the reactants [Br:1][C:2]1[CH:7]=[C:6]([O:8]C)[CH:5]=[C:4]([F:10])[CH:3]=1.B(Br)(Br)Br, predict the reaction product. The product is: [Br:1][C:2]1[CH:7]=[C:6]([OH:8])[CH:5]=[C:4]([F:10])[CH:3]=1. (6) Given the reactants [CH2:1]([N:8]1[C:17]2[C:12](=[C:13](Cl)[CH:14]=[CH:15][CH:16]=2)[C:11](=[O:19])[C:10]([CH3:20])=[N:9]1)[C:2]1[CH:7]=[CH:6][CH:5]=[CH:4][CH:3]=1.[F-].[Cs+].C(COC)OC.[CH3:29][C:30]1[CH:35]=[C:34]([CH3:36])[CH:33]=[CH:32][C:31]=1B(O)O, predict the reaction product. The product is: [CH2:1]([N:8]1[C:17]2[C:12](=[C:13]([C:31]3[CH:32]=[CH:33][C:34]([CH3:36])=[CH:35][C:30]=3[CH3:29])[CH:14]=[CH:15][CH:16]=2)[C:11](=[O:19])[C:10]([CH3:20])=[N:9]1)[C:2]1[CH:7]=[CH:6][CH:5]=[CH:4][CH:3]=1. (7) Given the reactants Br[C:2]1[C:3](=[O:18])[N:4]([C:8]2[CH:9]=[C:10]3[C:14](=[CH:15][CH:16]=2)[N:13]([CH3:17])[N:12]=[CH:11]3)[CH:5]=[CH:6][CH:7]=1.C[O:20][B:21](OC)[O:22]C.[Li]CCCC, predict the reaction product. The product is: [CH3:17][N:13]1[C:14]2[C:10](=[CH:9][C:8]([N:4]3[CH:5]=[CH:6][CH:7]=[C:2]([B:21]([OH:22])[OH:20])[C:3]3=[O:18])=[CH:16][CH:15]=2)[CH:11]=[N:12]1. (8) Given the reactants [F:1][C:2]([F:14])([F:13])[C:3]1[O:4][CH:5]=[CH:6][C:7]=1[C:8](OCC)=O.CC1C=CC(S([CH2:25][N+:26]#[C-:27])(=O)=O)=CC=1.[NH3:28], predict the reaction product. The product is: [F:14][C:2]([F:1])([F:13])[C:3]1[O:4][CH:5]=[CH:6][C:7]=1[C:8]1[N:28]=[CH:25][NH:26][CH:27]=1. (9) Given the reactants [NH2:1][C:2]1[CH:10]=[CH:9][C:8]([Cl:11])=[CH:7][C:3]=1[C:4](O)=[O:5].C(O)(=O)C.[O:16]([C:18]#[N:19])[Na].[OH-].[Na+], predict the reaction product. The product is: [Cl:11][C:8]1[CH:7]=[C:3]2[C:2](=[CH:10][CH:9]=1)[NH:1][C:18](=[O:16])[NH:19][C:4]2=[O:5].